From a dataset of Forward reaction prediction with 1.9M reactions from USPTO patents (1976-2016). Predict the product of the given reaction. (1) Given the reactants [N:1]1([C:7]2[CH:12]=[CH:11][C:10]([C:13](=[O:15])[CH3:14])=[CH:9][CH:8]=2)[CH2:6][CH2:5][NH:4][CH2:3][CH2:2]1.[CH2:16](Br)[CH2:17][CH3:18].C(N(CC)CC)C, predict the reaction product. The product is: [CH2:16]([N:4]1[CH2:5][CH2:6][N:1]([C:7]2[CH:8]=[CH:9][C:10]([C:13](=[O:15])[CH3:14])=[CH:11][CH:12]=2)[CH2:2][CH2:3]1)[CH2:17][CH3:18]. (2) Given the reactants [CH3:1][O:2][Si:3]([CH2:8][CH2:9][CH2:10][N:11]([CH3:13])[CH3:12])([O:6][CH3:7])[O:4][CH3:5].[C:14]([OH:21])(=[O:20])/[CH:15]=[CH:16]\[C:17]([OH:19])=[O:18], predict the reaction product. The product is: [C:14]([O-:21])(=[O:20])/[CH:15]=[CH:16]\[C:17]([O-:19])=[O:18].[CH3:1][O:2][Si:3]([CH2:8][CH2:9][CH2:10][NH+:11]([CH3:13])[CH3:12])([O:4][CH3:5])[O:6][CH3:7].[CH3:1][O:2][Si:3]([CH2:8][CH2:9][CH2:10][NH+:11]([CH3:13])[CH3:12])([O:4][CH3:5])[O:6][CH3:7]. (3) Given the reactants [Cl:1][C:2]1[CH:3]=[CH:4][C:5]2[N:11]3[CH:12]=[CH:13][CH:14]=[C:10]3[C@@H:9]([CH2:15][CH2:16][N:17]3[NH:21][N:20]=[C:19]([C:22](=[N:28][O:29][CH3:30])[C:23]([O:25]CC)=[O:24])[NH:18]3)[O:8][C@H:7]([C:31]3[CH:36]=[CH:35][CH:34]=[C:33]([O:37][CH3:38])[C:32]=3[O:39][CH3:40])[C:6]=2[CH:41]=1.C(=O)([O-])[O-].[K+].[K+], predict the reaction product. The product is: [Cl:1][C:2]1[CH:3]=[CH:4][C:5]2[N:11]3[CH:12]=[CH:13][CH:14]=[C:10]3[C@@H:9]([CH2:15][CH2:16][N:17]3[NH:21][N:20]=[C:19]([C:22](=[N:28][O:29][CH3:30])[C:23]([OH:25])=[O:24])[NH:18]3)[O:8][C@H:7]([C:31]3[CH:36]=[CH:35][CH:34]=[C:33]([O:37][CH3:38])[C:32]=3[O:39][CH3:40])[C:6]=2[CH:41]=1. (4) Given the reactants [Cl:1][C:2]1[C:3]([OH:26])=[C:4]([CH2:12][N:13]2[CH2:18][CH2:17][N:16]([C:19]([O:21][C:22]([CH3:25])([CH3:24])[CH3:23])=[O:20])[CH2:15][CH2:14]2)[C:5]2[O:9][CH2:8][C:7](=[O:10])[C:6]=2[CH:11]=1.[NH:27]1[C:35]2[C:30](=[CH:31][CH:32]=[CH:33][CH:34]=2)[C:29]([CH:36]=O)=[CH:28]1, predict the reaction product. The product is: [NH:27]1[C:35]2[C:30](=[CH:31][CH:32]=[CH:33][CH:34]=2)[C:29](/[CH:36]=[C:8]2\[O:9][C:5]3[C:4]([CH2:12][N:13]4[CH2:18][CH2:17][N:16]([C:19]([O:21][C:22]([CH3:23])([CH3:25])[CH3:24])=[O:20])[CH2:15][CH2:14]4)=[C:3]([OH:26])[C:2]([Cl:1])=[CH:11][C:6]=3[C:7]\2=[O:10])=[CH:28]1. (5) Given the reactants [Cl:1][C:2]1[CH:8]=[C:7]([O:9][C:10]2[C:11]3[N:18]([CH3:19])[CH:17]=[CH:16][C:12]=3[N:13]=[CH:14][N:15]=2)[CH:6]=[CH:5][C:3]=1[NH2:4].[F:20][C:21]([F:33])([F:32])[S:22][C:23]1[CH:24]=[C:25]([N:29]=[C:30]=[O:31])[CH:26]=[CH:27][CH:28]=1.C(N(CC)CC)C, predict the reaction product. The product is: [Cl:1][C:2]1[CH:8]=[C:7]([O:9][C:10]2[C:11]3[N:18]([CH3:19])[CH:17]=[CH:16][C:12]=3[N:13]=[CH:14][N:15]=2)[CH:6]=[CH:5][C:3]=1[NH:4][C:30]([NH:29][C:25]1[CH:26]=[CH:27][CH:28]=[C:23]([S:22][C:21]([F:32])([F:20])[F:33])[CH:24]=1)=[O:31]. (6) The product is: [F:36][C:14]([F:13])([F:37])[C:15]1[CH:24]=[C:23]([N:25]2[CH2:26][CH2:27][N:28]([CH2:31][CH2:32][CH2:33][CH2:34][NH:35][C:10]([C:2]3[N:1]=[C:5]4[CH:6]=[CH:7][CH:8]=[CH:9][N:4]4[CH:3]=3)=[O:12])[CH2:29][CH2:30]2)[C:22]2[C:17](=[CH:18][CH:19]=[CH:20][CH:21]=2)[N:16]=1. Given the reactants [N:1]1[C:2]([C:10]([OH:12])=O)=[CH:3][N:4]2[CH:9]=[CH:8][CH:7]=[CH:6][C:5]=12.[F:13][C:14]([F:37])([F:36])[C:15]1[CH:24]=[C:23]([N:25]2[CH2:30][CH2:29][N:28]([CH2:31][CH2:32][CH2:33][CH2:34][NH2:35])[CH2:27][CH2:26]2)[C:22]2[C:17](=[CH:18][CH:19]=[CH:20][CH:21]=2)[N:16]=1, predict the reaction product. (7) The product is: [Cl:28][C:26]1[CH:25]=[C:24]([F:29])[C:23]([C:30]2[N:34]=[C:33]([CH3:35])[O:32][N:31]=2)=[C:22]([C:18]2[CH:17]=[C:16]3[C:21](=[CH:20][CH:19]=2)[C@@H:13]([NH:12][C:11]([C:8]2([NH2:7])[CH2:9][CH2:10]2)=[O:36])[CH2:14][CH2:15]3)[CH:27]=1. Given the reactants C(OC(=O)[NH:7][C:8]1([C:11](=[O:36])[NH:12][C@@H:13]2[C:21]3[C:16](=[CH:17][C:18]([C:22]4[CH:27]=[C:26]([Cl:28])[CH:25]=[C:24]([F:29])[C:23]=4[C:30]4[N:34]=[C:33]([CH3:35])[O:32][N:31]=4)=[CH:19][CH:20]=3)[CH2:15][CH2:14]2)[CH2:10][CH2:9]1)(C)(C)C.FC(F)(F)C(O)=O, predict the reaction product. (8) Given the reactants [H-].[Na+].[F:3][C:4]1[CH:5]=[CH:6][C:7]2[N:8]([C:10]([C:13]3[N:18]=[C:17]([NH:19][C@H:20]([C:22]4[CH:27]=[CH:26][C:25]([F:28])=[CH:24][N:23]=4)[CH3:21])[C:16]([C:29]([O:31]CC)=[O:30])=[CH:15][N:14]=3)=[CH:11][N:12]=2)[CH:9]=1.[CH3:34]I, predict the reaction product. The product is: [F:3][C:4]1[CH:5]=[CH:6][C:7]2[N:8]([C:10]([C:13]3[N:18]=[C:17]([N:19]([C@H:20]([C:22]4[CH:27]=[CH:26][C:25]([F:28])=[CH:24][N:23]=4)[CH3:21])[CH3:34])[C:16]([C:29]([OH:31])=[O:30])=[CH:15][N:14]=3)=[CH:11][N:12]=2)[CH:9]=1. (9) Given the reactants [F:1][C:2]1[C:7]([C:8]2[C:9](=[O:34])[NH:10][C:11](=[O:33])[N:12]([CH2:14][CH2:15][CH2:16][N:17]3[CH2:22][C@H:21]4[C@:19]([C:23]5[CH:28]=[CH:27][C:26]([C:29]([F:32])([F:31])[F:30])=[CH:25][CH:24]=5)([CH2:20]4)[CH2:18]3)[CH:13]=2)=[CH:6][C:5]([CH3:35])=[CH:4][N:3]=1.[ClH:36], predict the reaction product. The product is: [ClH:36].[ClH:36].[F:1][C:2]1[C:7]([C:8]2[C:9](=[O:34])[NH:10][C:11](=[O:33])[N:12]([CH2:14][CH2:15][CH2:16][N:17]3[CH2:22][C@H:21]4[C@:19]([C:23]5[CH:28]=[CH:27][C:26]([C:29]([F:32])([F:31])[F:30])=[CH:25][CH:24]=5)([CH2:20]4)[CH2:18]3)[CH:13]=2)=[CH:6][C:5]([CH3:35])=[CH:4][N:3]=1. (10) Given the reactants [CH:1]([C@@H:3]1[C@@H:11]([C@:12]2([CH3:23])[C@@H:20]([CH:21]=[O:22])[CH2:19][C:15]3=[N:16][O:17][CH:18]=[C:14]3[CH2:13]2)[CH2:10][CH2:9][C@@:8]2([CH3:24])[C@H:4]1[CH2:5][CH2:6][C:7]2=[CH2:25])=[O:2].[BH4-].[Na+], predict the reaction product. The product is: [OH:22][CH2:21][C@H:20]1[CH2:19][C:15]2=[N:16][O:17][CH:18]=[C:14]2[CH2:13][C@@:12]1([C@H:11]1[CH2:10][CH2:9][C@@:8]2([CH3:24])[C@@H:4]([CH2:5][CH2:6][C:7]2=[CH2:25])[C@@H:3]1[CH2:1][OH:2])[CH3:23].